This data is from Reaction yield outcomes from USPTO patents with 853,638 reactions. The task is: Predict the reaction yield, written as a fraction of the theoretical maximum amount of product (1.0 means a 100% yield; for example, 0.34 means a 34% yield). (1) The reactants are [F:1][C:2]1[C:3]([NH:20][C:21]2[CH:26]=[CH:25][C:24](I)=[CH:23][C:22]=2[F:28])=[C:4]([C:9]2[O:13][C:12]([NH:14][CH:15]([CH2:18][OH:19])[CH2:16][OH:17])=[N:11][N:10]=2)[CH:5]=[CH:6][C:7]=1[F:8].[CH3:29][Si:30]([C:33]#[CH:34])([CH3:32])[CH3:31]. The catalyst is O1CC(CCN)C(CCN)C1CCN.Cl[Pd](Cl)([P](C1C=CC=CC=1)(C1C=CC=CC=1)C1C=CC=CC=1)[P](C1C=CC=CC=1)(C1C=CC=CC=1)C1C=CC=CC=1.[Cu]I. The product is [F:1][C:2]1[C:3]([NH:20][C:21]2[CH:26]=[CH:25][C:24]([C:34]#[C:33][Si:30]([CH3:32])([CH3:31])[CH3:29])=[CH:23][C:22]=2[F:28])=[C:4]([C:9]2[O:13][C:12]([NH:14][CH:15]([CH2:18][OH:19])[CH2:16][OH:17])=[N:11][N:10]=2)[CH:5]=[CH:6][C:7]=1[F:8]. The yield is 0.830. (2) The reactants are [CH2:1]([Li])CCC.[Cl:6][C:7]1[CH:12]=[CH:11][C:10]([O:13][C:14]2[CH:21]=[CH:20][C:17]([CH:18]=O)=[CH:16][CH:15]=2)=[CH:9][C:8]=1[C:22]([F:25])([F:24])[F:23]. The catalyst is [Br-].C[P+](C1C=CC=CC=1)(C1C=CC=CC=1)C1C=CC=CC=1.O1CCCC1. The product is [Cl:6][C:7]1[CH:12]=[CH:11][C:10]([O:13][C:14]2[CH:21]=[CH:20][C:17]([CH:18]=[CH2:1])=[CH:16][CH:15]=2)=[CH:9][C:8]=1[C:22]([F:25])([F:24])[F:23]. The yield is 0.780. (3) The reactants are [CH2:1]([N:8]1[CH2:12][CH2:11][CH:10]([CH:13]([C:15]2[O:16][C:17]([S:20]([CH3:23])(=[O:22])=[O:21])=[CH:18][CH:19]=2)[OH:14])[CH2:9]1)[C:2]1[CH:7]=[CH:6][CH:5]=[CH:4][CH:3]=1.[H-].[Na+].[CH3:26][O:27][CH2:28]Cl. The catalyst is C1COCC1.CCOC(C)=O. The product is [CH2:1]([N:8]1[CH2:12][CH2:11][CH:10]([CH:13]([C:15]2[O:16][C:17]([S:20]([CH3:23])(=[O:22])=[O:21])=[CH:18][CH:19]=2)[O:14][CH2:26][O:27][CH3:28])[CH2:9]1)[C:2]1[CH:7]=[CH:6][CH:5]=[CH:4][CH:3]=1. The yield is 0.340. (4) The reactants are C1COCC1.[F:6][CH:7]([F:20])[O:8][C:9]1[CH:16]=[CH:15][C:12]([CH:13]=O)=[CH:11][C:10]=1[O:17][CH2:18][CH3:19].[Li][N:22]([Si](C)(C)C)[Si](C)(C)C.[CH3:31][S:32]([CH3:35])(=[O:34])=[O:33]. The catalyst is CO. The product is [F:6][CH:7]([F:20])[O:8][C:9]1[CH:16]=[CH:15][C:12]([CH:13]([NH2:22])[CH2:31][S:32]([CH3:35])(=[O:34])=[O:33])=[CH:11][C:10]=1[O:17][CH2:18][CH3:19]. The yield is 0.100. (5) The reactants are [H-].[Na+].[N+:3]([C:6]1[C:7]([C:12]2[CH:13]=[C:14]([OH:18])[CH:15]=[CH:16][CH:17]=2)=[N:8][CH:9]=[CH:10][CH:11]=1)([O-:5])=[O:4].Br[CH2:20][CH2:21][F:22].O. The catalyst is CN(C=O)C. The product is [F:22][CH2:21][CH2:20][O:18][C:14]1[CH:13]=[C:12]([C:7]2[C:6]([N+:3]([O-:5])=[O:4])=[CH:11][CH:10]=[CH:9][N:8]=2)[CH:17]=[CH:16][CH:15]=1. The yield is 0.453.